Predict the reaction yield, written as a fraction of the theoretical maximum amount of product (1.0 means a 100% yield; for example, 0.34 means a 34% yield). From a dataset of Reaction yield outcomes from USPTO patents with 853,638 reactions. (1) The reactants are C([NH:8][C:9]1[N:14]=[C:13]([C:15]2[C:16]([C:23]3[CH:28]=[CH:27][C:26]([F:29])=[CH:25][CH:24]=3)=[N:17][N:18]([CH:20]([CH3:22])[CH3:21])[CH:19]=2)[CH:12]=[CH:11][N:10]=1)C1C=CC=CC=1.S(=O)(=O)(O)O.[OH-].[Na+]. The catalyst is O. The product is [F:29][C:26]1[CH:27]=[CH:28][C:23]([C:16]2[C:15]([C:13]3[CH:12]=[CH:11][N:10]=[C:9]([NH2:8])[N:14]=3)=[CH:19][N:18]([CH:20]([CH3:22])[CH3:21])[N:17]=2)=[CH:24][CH:25]=1. The yield is 0.670. (2) The reactants are [CH3:1][O:2][C:3](=[O:15])[C:4]1[CH:9]=[C:8]([O:10][CH:11]([CH3:13])[CH3:12])[CH:7]=[C:6]([OH:14])[CH:5]=1.C([O-])([O-])=O.[K+].[K+].F[C:23]1[CH:28]=[CH:27][C:26]([N+:29]([O-:31])=[O:30])=[CH:25][CH:24]=1. The catalyst is CC(C)=O. The product is [CH3:1][O:2][C:3](=[O:15])[C:4]1[CH:5]=[C:6]([O:14][C:23]2[CH:28]=[CH:27][C:26]([N+:29]([O-:31])=[O:30])=[CH:25][CH:24]=2)[CH:7]=[C:8]([O:10][CH:11]([CH3:12])[CH3:13])[CH:9]=1. The yield is 0.440. (3) The reactants are [NH2:1][C:2]1[CH:10]=[C:9]([O:11][CH3:12])[CH:8]=[C:7]([O:13][CH3:14])[C:3]=1[C:4]([NH2:6])=[O:5].[CH3:15]I. No catalyst specified. The product is [CH3:14][O:13][C:7]1[CH:8]=[C:9]([O:11][CH3:12])[CH:10]=[C:2]([NH:1][CH3:15])[C:3]=1[C:4]([NH2:6])=[O:5]. The yield is 0.504. (4) The reactants are [CH3:1][C:2]1[CH:7]=[CH:6][C:5]([S:8]([NH:11][C@H:12]([C:23]([NH:25][CH2:26][CH2:27][CH2:28][CH2:29][C@H:30]([N:34]([S:39]([C:42]2[CH:47]=[CH:46][C:45]([CH3:48])=[CH:44][CH:43]=2)(=[O:41])=[O:40])[CH2:35][CH:36]([CH3:38])[CH3:37])[C:31]([OH:33])=[O:32])=[O:24])[CH2:13][C:14]2[C:22]3[C:17](=[CH:18][CH:19]=[CH:20][CH:21]=3)[NH:16][CH:15]=2)(=[O:10])=[O:9])=[CH:4][CH:3]=1.[OH:49][CH2:50][CH:51]([CH2:53]O)[OH:52].C(Cl)CCl. The catalyst is CN(C=O)C.C(O)(=O)CC(CC(O)=O)(C(O)=O)O. The product is [CH3:1][C:2]1[CH:7]=[CH:6][C:5]([S:8]([NH:11][C@H:12]([C:23]([NH:25][CH2:26][CH2:27][CH2:28][CH2:29][C@H:30]([N:34]([S:39]([C:42]2[CH:43]=[CH:44][C:45]([CH3:48])=[CH:46][CH:47]=2)(=[O:41])=[O:40])[CH2:35][CH:36]([CH3:38])[CH3:37])[C:31]([O:33][CH2:53][CH:51]([OH:52])[CH2:50][OH:49])=[O:32])=[O:24])[CH2:13][C:14]2[C:22]3[C:17](=[CH:18][CH:19]=[CH:20][CH:21]=3)[NH:16][CH:15]=2)(=[O:9])=[O:10])=[CH:4][CH:3]=1. The yield is 0.400. (5) The reactants are [CH3:1][C:2]1[N:7]=[C:6]([CH2:8][CH:9]2[CH2:15][O:14][CH2:13][CH2:12][N:11](C(OC(C)(C)C)=O)[CH2:10]2)[CH:5]=[CH:4][CH:3]=1.[ClH:23]. The catalyst is C(O)(C)C. The product is [ClH:23].[ClH:23].[CH3:1][C:2]1[N:7]=[C:6]([CH2:8][CH:9]2[CH2:15][O:14][CH2:13][CH2:12][NH:11][CH2:10]2)[CH:5]=[CH:4][CH:3]=1. The yield is 0.820. (6) The reactants are [Li].C(OP([CH:10]([CH2:16][CH3:17])[C:11]([O:13][CH2:14][CH3:15])=[O:12])(OCC)=O)C.C1OC1[C:21]1[CH:26]=[CH:25][CH:24]=[CH:23][CH:22]=1.[NH4+].[Cl-].CO[CH2:31][CH2:32]OC. No catalyst specified. The product is [CH2:31]([C@:10]1([C:11]([O:13][CH2:14][CH3:15])=[O:12])[CH2:16][C@@H:17]1[C:21]1[CH:26]=[CH:25][CH:24]=[CH:23][CH:22]=1)[CH3:32]. The yield is 0.630. (7) The reactants are C(O[C@@H:5]1[C@H:11]2[C@H:12]3[C@H:21]([CH2:22][CH2:23][C@:8]2([CH2:9][CH3:10])[C:7](=[O:26])[CH2:6]1)[C@@H:20]1[C:15]([CH:16]=[C:17]([O:24][CH3:25])[CH2:18][CH2:19]1)=[CH:14][CH2:13]3)(=O)C.C(=O)([O-])[O-].[K+].[K+]. The catalyst is CO.O. The product is [CH3:25][O:24][C:17]1[CH2:18][CH2:19][C@H:20]2[C:15](=[CH:14][CH2:13][C@@H:12]3[C@@H:21]2[CH2:22][CH2:23][C@@:8]2([CH2:9][CH3:10])[C@H:11]3[CH:5]=[CH:6][C:7]2=[O:26])[CH:16]=1. The yield is 0.800.